Task: Regression. Given two drug SMILES strings and cell line genomic features, predict the synergy score measuring deviation from expected non-interaction effect.. Dataset: NCI-60 drug combinations with 297,098 pairs across 59 cell lines (1) Drug 1: C1CCN(CC1)CCOC2=CC=C(C=C2)C(=O)C3=C(SC4=C3C=CC(=C4)O)C5=CC=C(C=C5)O. Drug 2: CC(C1=C(C=CC(=C1Cl)F)Cl)OC2=C(N=CC(=C2)C3=CN(N=C3)C4CCNCC4)N. Cell line: HCC-2998. Synergy scores: CSS=0.836, Synergy_ZIP=-2.16, Synergy_Bliss=-2.98, Synergy_Loewe=-8.62, Synergy_HSA=-5.08. (2) Drug 1: CC1CCC2CC(C(=CC=CC=CC(CC(C(=O)C(C(C(=CC(C(=O)CC(OC(=O)C3CCCCN3C(=O)C(=O)C1(O2)O)C(C)CC4CCC(C(C4)OC)O)C)C)O)OC)C)C)C)OC. Drug 2: C1=CC=C(C=C1)NC(=O)CCCCCCC(=O)NO. Cell line: OVCAR-8. Synergy scores: CSS=37.2, Synergy_ZIP=-1.94, Synergy_Bliss=0.406, Synergy_Loewe=0.527, Synergy_HSA=1.48. (3) Drug 1: CCC1=CC2CC(C3=C(CN(C2)C1)C4=CC=CC=C4N3)(C5=C(C=C6C(=C5)C78CCN9C7C(C=CC9)(C(C(C8N6C)(C(=O)OC)O)OC(=O)C)CC)OC)C(=O)OC.C(C(C(=O)O)O)(C(=O)O)O. Drug 2: CC1CCCC2(C(O2)CC(NC(=O)CC(C(C(=O)C(C1O)C)(C)C)O)C(=CC3=CSC(=N3)C)C)C. Cell line: EKVX. Synergy scores: CSS=36.8, Synergy_ZIP=0.222, Synergy_Bliss=-0.163, Synergy_Loewe=0.494, Synergy_HSA=-0.513. (4) Drug 1: CC1CCCC2(C(O2)CC(NC(=O)CC(C(C(=O)C(C1O)C)(C)C)O)C(=CC3=CSC(=N3)C)C)C. Drug 2: B(C(CC(C)C)NC(=O)C(CC1=CC=CC=C1)NC(=O)C2=NC=CN=C2)(O)O. Cell line: SW-620. Synergy scores: CSS=74.9, Synergy_ZIP=1.44, Synergy_Bliss=0.534, Synergy_Loewe=-3.26, Synergy_HSA=0.410. (5) Drug 1: C(=O)(N)NO. Drug 2: C1=NC2=C(N1)C(=S)N=CN2. Cell line: CAKI-1. Synergy scores: CSS=29.6, Synergy_ZIP=-0.481, Synergy_Bliss=0.999, Synergy_Loewe=-29.1, Synergy_HSA=0.637. (6) Drug 1: C1=CC(=CC=C1CCCC(=O)O)N(CCCl)CCCl. Drug 2: CN(CC1=CN=C2C(=N1)C(=NC(=N2)N)N)C3=CC=C(C=C3)C(=O)NC(CCC(=O)O)C(=O)O. Cell line: SW-620. Synergy scores: CSS=25.1, Synergy_ZIP=-9.98, Synergy_Bliss=-2.23, Synergy_Loewe=-4.32, Synergy_HSA=0.131. (7) Drug 1: C#CCC(CC1=CN=C2C(=N1)C(=NC(=N2)N)N)C3=CC=C(C=C3)C(=O)NC(CCC(=O)O)C(=O)O. Drug 2: COC1=C2C(=CC3=C1OC=C3)C=CC(=O)O2. Cell line: K-562. Synergy scores: CSS=1.98, Synergy_ZIP=-2.96, Synergy_Bliss=-6.25, Synergy_Loewe=-1.99, Synergy_HSA=-4.13. (8) Drug 1: C1CN(P(=O)(OC1)NCCCl)CCCl. Drug 2: C1C(C(OC1N2C=NC(=NC2=O)N)CO)O. Cell line: SK-OV-3. Synergy scores: CSS=-13.1, Synergy_ZIP=6.38, Synergy_Bliss=0.350, Synergy_Loewe=-3.27, Synergy_HSA=-7.87.